From a dataset of Reaction yield outcomes from USPTO patents with 853,638 reactions. Predict the reaction yield, written as a fraction of the theoretical maximum amount of product (1.0 means a 100% yield; for example, 0.34 means a 34% yield). (1) The product is [F:18][C:19]1[C:24]([C:2]2[N:6]([S:7]([C:10]3[CH:15]=[CH:14][CH:13]=[CH:12][CH:11]=3)(=[O:9])=[O:8])[CH:5]=[C:4]([CH:16]=[O:17])[CH:3]=2)=[CH:23][CH:22]=[CH:21][N:20]=1. The reactants are Br[C:2]1[N:6]([S:7]([C:10]2[CH:15]=[CH:14][CH:13]=[CH:12][CH:11]=2)(=[O:9])=[O:8])[CH:5]=[C:4]([CH:16]=[O:17])[CH:3]=1.[F:18][C:19]1[C:24](B(O)O)=[CH:23][CH:22]=[CH:21][N:20]=1.C(=O)([O-])O.[Na+].COCCOC. The catalyst is C1C=CC([P]([Pd]([P](C2C=CC=CC=2)(C2C=CC=CC=2)C2C=CC=CC=2)([P](C2C=CC=CC=2)(C2C=CC=CC=2)C2C=CC=CC=2)[P](C2C=CC=CC=2)(C2C=CC=CC=2)C2C=CC=CC=2)(C2C=CC=CC=2)C2C=CC=CC=2)=CC=1.O. The yield is 0.680. (2) The product is [C:9]([C:8]1[CH:11]=[C:12](/[CH:15]=[CH:16]/[CH:17]([C:22]2[CH:23]=[C:24]([Cl:30])[C:25]([Cl:29])=[C:26]([Cl:28])[CH:27]=2)[C:18]([F:19])([F:20])[F:21])[CH:13]=[CH:14][C:7]=1[N:4]1[CH:5]=[N:6][C:2]([N:1]([C:34]([CH:31]2[CH2:33][CH2:32]2)=[O:35])[C:34]([CH:31]2[CH2:33][CH2:32]2)=[O:35])=[N:3]1)#[N:10]. The catalyst is C(Cl)Cl. The yield is 0.790. The reactants are [NH2:1][C:2]1[N:6]=[CH:5][N:4]([C:7]2[CH:14]=[CH:13][C:12](/[CH:15]=[CH:16]/[CH:17]([C:22]3[CH:27]=[C:26]([Cl:28])[C:25]([Cl:29])=[C:24]([Cl:30])[CH:23]=3)[C:18]([F:21])([F:20])[F:19])=[CH:11][C:8]=2[C:9]#[N:10])[N:3]=1.[CH:31]1([C:34](Cl)=[O:35])[CH2:33][CH2:32]1. (3) The reactants are C([O:5][C:6](=[O:33])[CH2:7][N:8]1[C:16]2[C:11](=[CH:12][CH:13]=[C:14]([Cl:18])[C:15]=2[F:17])[C:10]([S:19][C:20]2[C:21]([F:31])=[C:22]([CH:28]=[CH:29][CH:30]=2)[C:23]([O:25][CH2:26][CH3:27])=[O:24])=[C:9]1[CH3:32])(C)(C)C.C(O)(C(F)(F)F)=O. The product is [Cl:18][C:14]1[C:15]([F:17])=[C:16]2[C:11]([C:10]([S:19][C:20]3[CH:30]=[CH:29][CH:28]=[C:22]([C:23]([O:25][CH2:26][CH3:27])=[O:24])[C:21]=3[F:31])=[C:9]([CH3:32])[N:8]2[CH2:7][C:6]([OH:33])=[O:5])=[CH:12][CH:13]=1. The yield is 0.810. The catalyst is C(Cl)Cl. (4) The reactants are Br[C:2]1[CH:7]=[CH:6][C:5]([CH2:8][N:9]([CH3:17])[C:10]([N:12]2[CH2:16][CH2:15][CH2:14][CH2:13]2)=[O:11])=[CH:4][CH:3]=1.[F:18][C:19]([F:30])([F:29])[C:20]1[C:28]2[CH2:27][CH2:26][CH2:25][CH2:24][C:23]=2[NH:22][N:21]=1.CN(C)CC(O)=O.C(=O)([O-])[O-].[K+].[K+]. The catalyst is CS(C)=O.[Cu]I. The product is [CH3:17][N:9]([CH2:8][C:5]1[CH:6]=[CH:7][C:2]([N:22]2[C:23]3[CH2:24][CH2:25][CH2:26][CH2:27][C:28]=3[C:20]([C:19]([F:18])([F:30])[F:29])=[N:21]2)=[CH:3][CH:4]=1)[C:10]([N:12]1[CH2:16][CH2:15][CH2:14][CH2:13]1)=[O:11]. The yield is 0.0400. (5) The reactants are [CH2:1]([O:3][C:4]1[CH:5]=[C:6]2[C:11](=[CH:12][CH:13]=1)[N:10]=[C:9]([NH:14][CH2:15][CH3:16])[C:8]([CH2:17]O)=[CH:7]2)[CH3:2].O=S(Cl)[Cl:21]. The catalyst is C(Cl)Cl. The product is [ClH:21].[Cl:21][CH2:17][C:8]1[C:9]([NH:14][CH2:15][CH3:16])=[N:10][C:11]2[C:6]([CH:7]=1)=[CH:5][C:4]([O:3][CH2:1][CH3:2])=[CH:13][CH:12]=2. The yield is 0.990. (6) The reactants are [F:1][C:2]1[CH:3]=[C:4]([NH:24][C:25]([C:27]2[C:28](=[O:40])[N:29]([C:33]3[CH:38]=[CH:37][C:36]([F:39])=[CH:35][CH:34]=3)[N:30]=[CH:31][CH:32]=2)=[O:26])[CH:5]=[CH:6][C:7]=1[O:8][C:9]1[CH:14]=[CH:13][N:12]=[C:11]2[CH:15]=[C:16]([CH:18]3[CH2:23][CH2:22][NH:21][CH2:20][CH2:19]3)[S:17][C:10]=12.C=O.[BH-](OC(C)=O)(OC(C)=O)O[C:45](C)=O.[Na+]. The catalyst is C1COCC1. The product is [F:1][C:2]1[CH:3]=[C:4]([NH:24][C:25]([C:27]2[C:28](=[O:40])[N:29]([C:33]3[CH:34]=[CH:35][C:36]([F:39])=[CH:37][CH:38]=3)[N:30]=[CH:31][CH:32]=2)=[O:26])[CH:5]=[CH:6][C:7]=1[O:8][C:9]1[CH:14]=[CH:13][N:12]=[C:11]2[CH:15]=[C:16]([CH:18]3[CH2:19][CH2:20][N:21]([CH3:45])[CH2:22][CH2:23]3)[S:17][C:10]=12. The yield is 0.932. (7) The reactants are S(Cl)(Cl)=O.[CH3:5][C:6]1[CH:27]=[CH:26][CH:25]=[CH:24][C:7]=1[CH2:8][O:9][C:10]1[CH:15]=[CH:14][C:13]([CH:16]([C:21]#[C:22][CH3:23])[CH2:17][C:18]([NH2:20])=O)=[CH:12][CH:11]=1. The catalyst is CN(C=O)C. The product is [CH3:5][C:6]1[CH:27]=[CH:26][CH:25]=[CH:24][C:7]=1[CH2:8][O:9][C:10]1[CH:15]=[CH:14][C:13]([CH:16]([C:21]#[C:22][CH3:23])[CH2:17][C:18]#[N:20])=[CH:12][CH:11]=1. The yield is 0.720. (8) The reactants are [F:1][C:2]1[C:11]([F:12])=[CH:10][C:9]([N+:13]([O-])=O)=[C:8]2[C:3]=1[CH:4]=[CH:5][CH:6]=[N:7]2.[Sn](Cl)Cl. The catalyst is Cl. The product is [F:1][C:2]1[C:11]([F:12])=[CH:10][C:9]([NH2:13])=[C:8]2[C:3]=1[CH:4]=[CH:5][CH:6]=[N:7]2. The yield is 0.720. (9) The reactants are [CH3:1][C:2]1[O:3][C:4]2[C:13]3[C:12](=[CH:14][CH2:15][NH:16][C:17](=[O:20])[CH2:18][CH3:19])[CH2:11][CH2:10][C:9]=3[CH:8]=[CH:7][C:5]=2[N:6]=1. The catalyst is CO.[C].[Pd]. The product is [CH3:1][C:2]1[O:3][C:4]2[C:13]3[CH:12]([CH2:14][CH2:15][NH:16][C:17](=[O:20])[CH2:18][CH3:19])[CH2:11][CH2:10][C:9]=3[CH:8]=[CH:7][C:5]=2[N:6]=1. The yield is 0.850. (10) The yield is 0.609. The product is [Cl:1][C:2]1[C:3]([N:47]2[CH2:46][CH2:45][N:44]([C:50]([O:52][C:53]([CH3:56])([CH3:55])[CH3:54])=[O:51])[CH2:49][CH2:48]2)=[C:4]2[CH:10]=[N:9][N:8]([CH2:11][C:12]3[CH:17]=[CH:16][C:15]([O:18][CH3:19])=[CH:14][CH:13]=3)[C:5]2=[N:6][CH:7]=1. The catalyst is CN(C=O)C.O. The reactants are [Cl:1][C:2]1[CH:7]=[N:6][C:5]2[N:8]([CH2:11][C:12]3[CH:17]=[CH:16][C:15]([O:18][CH3:19])=[CH:14][CH:13]=3)[N:9]=[CH:10][C:4]=2[C:3]=1O.[H-].[Na+].FC(F)(F)S(N(C1C=CC=CC=1)S(C(F)(F)F)(=O)=O)(=O)=O.[N:44]1([C:50]([O:52][C:53]([CH3:56])([CH3:55])[CH3:54])=[O:51])[CH2:49][CH2:48][NH:47][CH2:46][CH2:45]1.[NH4+].[Cl-].